From a dataset of Catalyst prediction with 721,799 reactions and 888 catalyst types from USPTO. Predict which catalyst facilitates the given reaction. (1) Reactant: C(OC(=O)[NH:7][C:8]1[CH:13]=[CH:12][CH:11]=[C:10]([C:14](=[O:26])[NH:15][C:16]2[CH:25]=[CH:24][C:23]3[C:18](=[CH:19][CH:20]=[CH:21][CH:22]=3)[N:17]=2)[CH:9]=1)(C)(C)C. Product: [NH2:7][C:8]1[CH:9]=[C:10]([CH:11]=[CH:12][CH:13]=1)[C:14]([NH:15][C:16]1[CH:25]=[CH:24][C:23]2[C:18](=[CH:19][CH:20]=[CH:21][CH:22]=2)[N:17]=1)=[O:26]. The catalyst class is: 67. (2) Product: [CH2:1]([O:8][C:9]1[CH:13]=[C:12]([CH2:14][OH:15])[N:11]([C:18]2[CH:23]=[CH:22][CH:21]=[CH:20][CH:19]=2)[N:10]=1)[C:2]1[CH:3]=[CH:4][CH:5]=[CH:6][CH:7]=1. Reactant: [CH2:1]([O:8][C:9]1[CH:13]=[C:12]([C:14](OC)=[O:15])[N:11]([C:18]2[CH:23]=[CH:22][CH:21]=[CH:20][CH:19]=2)[N:10]=1)[C:2]1[CH:7]=[CH:6][CH:5]=[CH:4][CH:3]=1.[H-].[Al+3].[Li+].[H-].[H-].[H-].O.O.O.O.O.O.O.O.O.O.S([O-])([O-])(=O)=O.[Na+].[Na+]. The catalyst class is: 7.